The task is: Predict the reactants needed to synthesize the given product.. This data is from Full USPTO retrosynthesis dataset with 1.9M reactions from patents (1976-2016). (1) Given the product [Cl:1][C:2]1[CH:3]=[C:4]([O:10][C:11]2[CH:20]=[C:19]([N:21]3[CH2:26][CH2:25][N:24]([CH2:27][C:28]4[CH2:33][CH2:32][C:31]([CH3:35])([CH3:34])[CH2:30][C:29]=4[C:36]4[CH:37]=[CH:38][C:39]([Cl:42])=[CH:40][CH:41]=4)[CH2:23][CH2:22]3)[CH:18]=[CH:17][C:12]=2[C:13]([OH:15])=[O:14])[CH:5]=[N:6][C:7]=1[NH:8][CH3:9], predict the reactants needed to synthesize it. The reactants are: [Cl:1][C:2]1[CH:3]=[C:4]([O:10][C:11]2[CH:20]=[C:19]([N:21]3[CH2:26][CH2:25][N:24]([CH2:27][C:28]4[CH2:33][CH2:32][C:31]([CH3:35])([CH3:34])[CH2:30][C:29]=4[C:36]4[CH:41]=[CH:40][C:39]([Cl:42])=[CH:38][CH:37]=4)[CH2:23][CH2:22]3)[CH:18]=[CH:17][C:12]=2[C:13]([O:15]C)=[O:14])[CH:5]=[N:6][C:7]=1[NH:8][CH3:9].[Li+].[OH-]. (2) Given the product [CH3:23][N:24](/[CH:26]=[C:11]1\[C:12](=[O:13])[N:8]([C:3]2[CH:4]=[CH:5][CH:6]=[CH:7][C:2]=2[F:1])[N:9]=[C:10]\1[C:14]1[CH:19]=[CH:18][CH:17]=[CH:16][C:15]=1[F:20])[CH3:25], predict the reactants needed to synthesize it. The reactants are: [F:1][C:2]1[CH:7]=[CH:6][CH:5]=[CH:4][C:3]=1[N:8]1[C:12](=[O:13])[CH2:11][C:10]([C:14]2[CH:19]=[CH:18][CH:17]=[CH:16][C:15]=2[F:20])=[N:9]1.CO[CH:23](OC)[N:24]([CH3:26])[CH3:25].